From a dataset of Forward reaction prediction with 1.9M reactions from USPTO patents (1976-2016). Predict the product of the given reaction. (1) Given the reactants [CH3:1][N:2]1[C:6]([NH:7][C:8]([C:21]2[CH:26]=[CH:25][CH:24]=[CH:23][CH:22]=2)([C:15]2[CH:20]=[CH:19][CH:18]=[CH:17][CH:16]=2)[C:9]2[CH:14]=[CH:13][CH:12]=[CH:11][CH:10]=2)=[C:5]([NH:27][C:28]([C@@H:30]([NH:42]C(=O)OCC2C=CC=CC=2)[CH2:31][CH2:32][CH2:33][NH:34][C:35](=[O:41])[O:36][C:37]([CH3:40])([CH3:39])[CH3:38])=[O:29])[CH:4]=[N:3]1, predict the reaction product. The product is: [NH2:42][C@H:30]([C:28]([NH:27][C:5]1[CH:4]=[N:3][N:2]([CH3:1])[C:6]=1[NH:7][C:8]([C:21]1[CH:26]=[CH:25][CH:24]=[CH:23][CH:22]=1)([C:15]1[CH:20]=[CH:19][CH:18]=[CH:17][CH:16]=1)[C:9]1[CH:10]=[CH:11][CH:12]=[CH:13][CH:14]=1)=[O:29])[CH2:31][CH2:32][CH2:33][NH:34][C:35](=[O:41])[O:36][C:37]([CH3:40])([CH3:39])[CH3:38]. (2) Given the reactants Cl[C:2]1[CH:9]=[CH:8][C:7]([N+:10]([O-:12])=[O:11])=[CH:6][C:3]=1[CH:4]=[O:5].C(=O)([O-])[O-].[K+].[K+].[CH3:19][CH:20]([SH:22])[CH3:21], predict the reaction product. The product is: [CH:20]([S:22][C:2]1[CH:9]=[CH:8][C:7]([N+:10]([O-:12])=[O:11])=[CH:6][C:3]=1[CH:4]=[O:5])([CH3:21])[CH3:19]. (3) The product is: [CH3:1][O:2][C:3]([C:5]1[NH:27][C:8]2=[N:9][CH:10]=[C:11]([CH2:13][NH:14][C:15](=[O:26])[C:16]3[CH:21]=[C:20]([NH2:22])[CH:19]=[CH:18][C:17]=3[CH3:25])[CH:12]=[C:7]2[CH:6]=1)=[O:4]. Given the reactants [CH3:1][O:2][C:3]([C:5]1[NH:27][C:8]2=[N:9][CH:10]=[C:11]([CH2:13][NH:14][C:15](=[O:26])[C:16]3[CH:21]=[C:20]([N+:22]([O-])=O)[CH:19]=[CH:18][C:17]=3[CH3:25])[CH:12]=[C:7]2[CH:6]=1)=[O:4], predict the reaction product.